From a dataset of Catalyst prediction with 721,799 reactions and 888 catalyst types from USPTO. Predict which catalyst facilitates the given reaction. Reactant: [CH3:1][C@@:2]12[C:21](OS(C(F)(F)F)(=O)=O)=[CH:20][CH2:19][C@H:3]1[C@H:4]1[C@H:9]([CH2:10][CH2:11]2)[C@:8]([CH2:13][CH2:14][C:15]([OH:17])=[O:16])([CH3:12])[C:7](=[O:18])[CH2:6][CH2:5]1.[N:30]1[CH:35]=[CH:34][CH:33]=[C:32](B(O)O)[CH:31]=1.C([O-])([O-])=O.[Na+].[Na+]. Product: [CH3:1][C@@:2]12[C:21]([C:32]3[CH:31]=[N:30][CH:35]=[CH:34][CH:33]=3)=[CH:20][CH2:19][C@H:3]1[C@H:4]1[C@H:9]([CH2:10][CH2:11]2)[C@:8]([CH2:13][CH2:14][C:15]([OH:17])=[O:16])([CH3:12])[C:7](=[O:18])[CH2:6][CH2:5]1. The catalyst class is: 516.